Task: Regression/Classification. Given a drug SMILES string, predict its absorption, distribution, metabolism, or excretion properties. Task type varies by dataset: regression for continuous measurements (e.g., permeability, clearance, half-life) or binary classification for categorical outcomes (e.g., BBB penetration, CYP inhibition). Dataset: rlm.. Dataset: Rat liver microsome stability data (1) The drug is c1ccc(-c2csc3ncnc(Sc4nnn(-c5ccccc5)n4)c23)cc1. The result is 1 (stable in rat liver microsomes). (2) The drug is CNc1nc(-c2cccc3ccccc23)ccc1C#N. The result is 1 (stable in rat liver microsomes).